From a dataset of Catalyst prediction with 721,799 reactions and 888 catalyst types from USPTO. Predict which catalyst facilitates the given reaction. Reactant: [F:1][C:2]([CH3:18])([CH3:17])[CH2:3][NH:4][C@H:5]([CH3:16])[CH2:6][C:7]1[C:15]2[C:10](=[CH:11][CH:12]=[CH:13][CH:14]=2)[NH:9][CH:8]=1.[C:19]([O:23][C:24]([N:26]1[CH2:29][CH:28]([O:30][C:31]2[CH:36]=[C:35]([F:37])[C:34]([CH:38]=O)=[C:33]([F:40])[CH:32]=2)[CH2:27]1)=[O:25])([CH3:22])([CH3:21])[CH3:20].C(O)(=O)C. Product: [C:19]([O:23][C:24]([N:26]1[CH2:27][CH:28]([O:30][C:31]2[CH:36]=[C:35]([F:37])[C:34]([C@@H:38]3[C:8]4[NH:9][C:10]5[C:15](=[CH:14][CH:13]=[CH:12][CH:11]=5)[C:7]=4[CH2:6][C@@H:5]([CH3:16])[N:4]3[CH2:3][C:2]([F:1])([CH3:17])[CH3:18])=[C:33]([F:40])[CH:32]=2)[CH2:29]1)=[O:25])([CH3:22])([CH3:21])[CH3:20]. The catalyst class is: 11.